The task is: Predict the reactants needed to synthesize the given product.. This data is from Full USPTO retrosynthesis dataset with 1.9M reactions from patents (1976-2016). (1) Given the product [I:6][C:29]1[CH:30]=[C:25]([O:24][C@@H:22]([C:15]2[C:16]([Cl:21])=[CH:17][CH:18]=[C:19]([F:20])[C:14]=2[Cl:13])[CH3:23])[C:26]([NH2:31])=[N:27][CH:28]=1, predict the reactants needed to synthesize it. The reactants are: I(O)(=O)(=O)=O.[I:6]I.S(=O)(=O)(O)O.[Cl:13][C:14]1[C:19]([F:20])=[CH:18][CH:17]=[C:16]([Cl:21])[C:15]=1[C@H:22]([O:24][C:25]1[C:26]([NH2:31])=[N:27][CH:28]=[CH:29][CH:30]=1)[CH3:23]. (2) Given the product [Cl:19][C:18]1[CH:17]=[C:16]([C:20]2[CH:25]=[CH:24][C:23]([O:26][CH2:37][CH2:36][C:35]([OH:39])=[O:38])=[CH:22][CH:21]=2)[CH:15]=[C:14]([Cl:27])[C:13]=1[CH2:12][CH:9]1[CH2:10][CH2:11][N:7]([CH:1]2[CH2:6][CH2:5][CH2:4][CH2:3][CH2:2]2)[C:8]1=[O:28], predict the reactants needed to synthesize it. The reactants are: [CH:1]1([N:7]2[CH2:11][CH2:10][CH:9]([CH2:12][C:13]3[C:18]([Cl:19])=[CH:17][C:16]([C:20]4[CH:25]=[CH:24][C:23]([OH:26])=[CH:22][CH:21]=4)=[CH:15][C:14]=3[Cl:27])[C:8]2=[O:28])[CH2:6][CH2:5][CH2:4][CH2:3][CH2:2]1.CC(C)([O-])C.[K+].[C:35]1(=[O:39])[O:38][CH2:37][CH2:36]1. (3) Given the product [CH3:1][O:2][C:3]1[CH:4]=[C:5]2[C:10](=[CH:11][C:12]=1[O:13][CH3:14])[N:9]=[CH:8][CH:7]=[C:6]2[O:15][C:16]1[CH:22]=[CH:21][C:19]([NH:20][C:28]([NH:36][N:37]2[CH2:41][CH2:40][CH2:39][CH2:38]2)=[O:34])=[C:18]([F:23])[CH:17]=1, predict the reactants needed to synthesize it. The reactants are: [CH3:1][O:2][C:3]1[CH:4]=[C:5]2[C:10](=[CH:11][C:12]=1[O:13][CH3:14])[N:9]=[CH:8][CH:7]=[C:6]2[O:15][C:16]1[CH:22]=[CH:21][C:19]([NH2:20])=[C:18]([F:23])[CH:17]=1.ClC(Cl)(O[C:28](=[O:34])OC(Cl)(Cl)Cl)Cl.[NH2:36][N:37]1[CH2:41][CH2:40][CH2:39][CH2:38]1.C(=O)(O)[O-].[Na+]. (4) Given the product [Br:1][C:2]1[C:3]2[S:11][N:17]=[CH:5][C:4]=2[C:7]([F:10])=[CH:8][CH:9]=1, predict the reactants needed to synthesize it. The reactants are: [Br:1][C:2]1[C:3]([S:11]C(C)(C)C)=[C:4]([C:7]([F:10])=[CH:8][CH:9]=1)[CH:5]=O.Cl.[NH2:17]O.C(O)(C)C.C1(C)C=CC(S(O)(=O)=O)=CC=1.